This data is from Full USPTO retrosynthesis dataset with 1.9M reactions from patents (1976-2016). The task is: Predict the reactants needed to synthesize the given product. (1) Given the product [F:26][C:17]1[CH:16]=[C:15]([C:12]2[CH:13]=[CH:14][C:9]([NH:8][CH2:27][CH:28]3[CH2:33][CH2:32][N:31]([CH2:34][C:35]([F:38])([CH3:37])[CH3:36])[CH2:30][CH2:29]3)=[CH:10][CH:11]=2)[CH:20]=[CH:19][C:18]=1[C:21]([O:23][CH2:24][CH3:25])=[O:22], predict the reactants needed to synthesize it. The reactants are: C([N:8]([CH2:27][CH:28]1[CH2:33][CH2:32][N:31]([CH2:34][C:35]([F:38])([CH3:37])[CH3:36])[CH2:30][CH2:29]1)[C:9]1[CH:14]=[CH:13][C:12]([C:15]2[CH:20]=[CH:19][C:18]([C:21]([O:23][CH2:24][CH3:25])=[O:22])=[C:17]([F:26])[CH:16]=2)=[CH:11][CH:10]=1)C1C=CC=CC=1. (2) Given the product [CH:45]1([N:34]2[C:33]3[N:32]=[C:31]([NH:30][C:27]4[CH:28]=[CH:29][C:24]([C:23]([NH:22][C:19]5[CH:20]=[CH:21][C:16]([CH2:15][CH2:14][CH2:13][C@@H:12]([C:53]([O:55][CH:56]6[CH2:57][CH2:58][CH2:59][CH2:60]6)=[O:54])[NH2:11])=[CH:17][CH:18]=5)=[O:52])=[CH:25][C:26]=4[O:50][CH3:51])[N:40]=[CH:39][C:38]=3[N:37]([CH3:41])[C:36](=[O:42])[C@H:35]2[CH2:43][CH3:44])[CH2:46][CH2:47][CH2:48][CH2:49]1, predict the reactants needed to synthesize it. The reactants are: C(OC(OC([NH:11][C@H:12]([C:53]([O:55][CH:56]1[CH2:60][CH2:59][CH2:58][CH2:57]1)=[O:54])[CH2:13][CH2:14][CH2:15][C:16]1[CH:21]=[CH:20][C:19]([NH:22][C:23](=[O:52])[C:24]2[CH:29]=[CH:28][C:27]([NH:30][C:31]3[N:40]=[CH:39][C:38]4[N:37]([CH3:41])[C:36](=[O:42])[C@@H:35]([CH2:43][CH3:44])[N:34]([CH:45]5[CH2:49][CH2:48][CH2:47][CH2:46]5)[C:33]=4[N:32]=3)=[C:26]([O:50][CH3:51])[CH:25]=2)=[CH:18][CH:17]=1)=O)=O)(C)(C)C.Cl.O1CCOCC1.